Dataset: NCI-60 drug combinations with 297,098 pairs across 59 cell lines. Task: Regression. Given two drug SMILES strings and cell line genomic features, predict the synergy score measuring deviation from expected non-interaction effect. (1) Drug 1: CC1=C(C=C(C=C1)C(=O)NC2=CC(=CC(=C2)C(F)(F)F)N3C=C(N=C3)C)NC4=NC=CC(=N4)C5=CN=CC=C5. Drug 2: C1C(C(OC1N2C=NC(=NC2=O)N)CO)O. Cell line: NCI/ADR-RES. Synergy scores: CSS=4.18, Synergy_ZIP=-1.36, Synergy_Bliss=-1.15, Synergy_Loewe=0.00845, Synergy_HSA=-0.0613. (2) Drug 1: CCCCC(=O)OCC(=O)C1(CC(C2=C(C1)C(=C3C(=C2O)C(=O)C4=C(C3=O)C=CC=C4OC)O)OC5CC(C(C(O5)C)O)NC(=O)C(F)(F)F)O. Drug 2: COCCOC1=C(C=C2C(=C1)C(=NC=N2)NC3=CC=CC(=C3)C#C)OCCOC.Cl. Cell line: TK-10. Synergy scores: CSS=67.1, Synergy_ZIP=5.70, Synergy_Bliss=4.89, Synergy_Loewe=9.32, Synergy_HSA=11.7. (3) Drug 1: CC1=C2C(C(=O)C3(C(CC4C(C3C(C(C2(C)C)(CC1OC(=O)C(C(C5=CC=CC=C5)NC(=O)OC(C)(C)C)O)O)OC(=O)C6=CC=CC=C6)(CO4)OC(=O)C)OC)C)OC. Drug 2: C1CCC(C1)C(CC#N)N2C=C(C=N2)C3=C4C=CNC4=NC=N3. Cell line: PC-3. Synergy scores: CSS=29.3, Synergy_ZIP=-2.23, Synergy_Bliss=-6.35, Synergy_Loewe=-47.5, Synergy_HSA=-7.47. (4) Synergy scores: CSS=9.82, Synergy_ZIP=-4.07, Synergy_Bliss=-8.71, Synergy_Loewe=-11.9, Synergy_HSA=-10.7. Drug 1: C1=CC(=CC=C1CCCC(=O)O)N(CCCl)CCCl. Cell line: HOP-62. Drug 2: C1=CN(C=N1)CC(O)(P(=O)(O)O)P(=O)(O)O. (5) Drug 1: CC1=C2C(C(=O)C3(C(CC4C(C3C(C(C2(C)C)(CC1OC(=O)C(C(C5=CC=CC=C5)NC(=O)OC(C)(C)C)O)O)OC(=O)C6=CC=CC=C6)(CO4)OC(=O)C)OC)C)OC. Drug 2: C1=CC(=CC=C1CCC2=CNC3=C2C(=O)NC(=N3)N)C(=O)NC(CCC(=O)O)C(=O)O. Cell line: SK-MEL-28. Synergy scores: CSS=40.6, Synergy_ZIP=2.35, Synergy_Bliss=1.95, Synergy_Loewe=3.52, Synergy_HSA=6.45. (6) Drug 1: C1C(C(OC1N2C=C(C(=O)NC2=O)F)CO)O. Drug 2: C1=CC=C(C(=C1)C(C2=CC=C(C=C2)Cl)C(Cl)Cl)Cl. Cell line: T-47D. Synergy scores: CSS=-0.148, Synergy_ZIP=-6.03, Synergy_Bliss=-14.2, Synergy_Loewe=-12.2, Synergy_HSA=-11.5.